From a dataset of Forward reaction prediction with 1.9M reactions from USPTO patents (1976-2016). Predict the product of the given reaction. Given the reactants [CH3:1][N:2]([CH3:24])[CH2:3][CH2:4][O:5][C:6]1[CH:23]=[CH:22][C:9]2[N:10](COC)[C:11](=[O:18])[C:12]3[CH2:13][CH2:14][CH2:15][NH:16][C:17]=3[C:8]=2[CH:7]=1.[ClH:25], predict the reaction product. The product is: [ClH:25].[CH3:1][N:2]([CH3:24])[CH2:3][CH2:4][O:5][C:6]1[CH:23]=[CH:22][C:9]2[NH:10][C:11](=[O:18])[C:12]3[CH2:13][CH2:14][CH2:15][NH:16][C:17]=3[C:8]=2[CH:7]=1.